From a dataset of Full USPTO retrosynthesis dataset with 1.9M reactions from patents (1976-2016). Predict the reactants needed to synthesize the given product. (1) Given the product [F:1][C:2]1[C:7]([F:8])=[CH:6][CH:5]=[CH:4][C:3]=1[C:9]1[N:17]=[C:12]2[CH:13]=[N:14][N:15]([CH2:19][C:20]3[O:24][N:23]=[C:22]([C:25]4[CH:26]=[CH:27][C:28]([N+:31]([O-:33])=[O:32])=[CH:29][CH:30]=4)[CH:21]=3)[CH:16]=[C:11]2[N:10]=1, predict the reactants needed to synthesize it. The reactants are: [F:1][C:2]1[C:7]([F:8])=[CH:6][CH:5]=[CH:4][C:3]=1[C:9]1[N:17]=[C:12]2[CH:13]=[N:14][NH:15][CH:16]=[C:11]2[N:10]=1.Cl[CH2:19][C:20]1[O:24][N:23]=[C:22]([C:25]2[CH:30]=[CH:29][C:28]([N+:31]([O-:33])=[O:32])=[CH:27][CH:26]=2)[CH:21]=1. (2) Given the product [Br:1][C:2]1[CH:7]=[CH:6][CH:5]=[CH:4][C:3]=1[N:8]1[C:13](=[O:14])[N:12]([C:24]2[CH:29]=[CH:28][CH:27]=[CH:26][N:25]=2)[CH2:11][C:10]([C:15]2[CH:20]=[CH:19][CH:18]=[CH:17][C:16]=2[O:21][CH3:22])=[N:9]1, predict the reactants needed to synthesize it. The reactants are: [Br:1][C:2]1[CH:7]=[CH:6][CH:5]=[CH:4][C:3]=1[N:8]1[C:13](=[O:14])[NH:12][CH2:11][C:10]([C:15]2[CH:20]=[CH:19][CH:18]=[CH:17][C:16]=2[O:21][CH3:22])=[N:9]1.Br[C:24]1[CH:29]=[CH:28][CH:27]=[CH:26][N:25]=1.C(=O)([O-])[O-].[K+].[K+].